From a dataset of Catalyst prediction with 721,799 reactions and 888 catalyst types from USPTO. Predict which catalyst facilitates the given reaction. (1) Reactant: [CH2:1]([O:8][C:9]1[CH:14]=[CH:13][N:12]([C:15]2[CH:16]=[CH:17][C:18]3[C:19]4[CH2:29][NH:28][CH2:27][CH2:26][CH2:25][C:20]=4[N:21]([CH3:24])[C:22]=3[CH:23]=2)[C:11](=[O:30])[CH:10]=1)[C:2]1[CH:7]=[CH:6][CH:5]=[CH:4][CH:3]=1.[ClH:31].C(OCC)C. Product: [ClH:31].[CH2:1]([O:8][C:9]1[CH:14]=[CH:13][N:12]([C:15]2[CH:16]=[CH:17][C:18]3[C:19]4[CH2:29][NH:28][CH2:27][CH2:26][CH2:25][C:20]=4[N:21]([CH3:24])[C:22]=3[CH:23]=2)[C:11](=[O:30])[CH:10]=1)[C:2]1[CH:3]=[CH:4][CH:5]=[CH:6][CH:7]=1. The catalyst class is: 2. (2) Reactant: [NH2:1][C:2]1[CH:9]=[C:8]([CH2:10][N:11]2[CH2:16][CH2:15][N:14]([CH2:17][C:18]3[S:22][C:21]4[CH:23]=[C:24]([Cl:27])[CH:25]=[CH:26][C:20]=4[CH:19]=3)[CH2:13][C:12]2=[O:28])[CH:7]=[CH:6][C:3]=1[C:4]#[N:5].[N:29]([O-])=O.[Na+].O.O.[Sn](Cl)Cl. Product: [NH2:5][C:4]1[C:3]2[C:2](=[CH:9][C:8]([CH2:10][N:11]3[CH2:16][CH2:15][N:14]([CH2:17][C:18]4[S:22][C:21]5[CH:23]=[C:24]([Cl:27])[CH:25]=[CH:26][C:20]=5[CH:19]=4)[CH2:13][C:12]3=[O:28])=[CH:7][CH:6]=2)[NH:1][N:29]=1. The catalyst class is: 126. (3) Reactant: [Cl:1][C:2]1[CH:10]=[CH:9][CH:8]=[C:7]2[C:3]=1[C:4]([C:16]1[C:24]([OH:25])=[CH:23][C:19]3[O:20][CH2:21][O:22][C:18]=3[CH:17]=1)([CH2:14]O)[C:5](=[O:13])[N:6]2CO.C(P(CCCC)CCCC)CCC.N(C(OC(C)(C)C)=O)=NC(OC(C)(C)C)=O.[OH-].[NH4+]. Product: [Cl:1][C:2]1[CH:10]=[CH:9][CH:8]=[C:7]2[C:3]=1[C:4]1([C:16]3=[CH:17][C:18]4[O:22][CH2:21][O:20][C:19]=4[CH:23]=[C:24]3[O:25][CH2:14]1)[C:5](=[O:13])[NH:6]2. The catalyst class is: 7.